This data is from TCR-epitope binding with 47,182 pairs between 192 epitopes and 23,139 TCRs. The task is: Binary Classification. Given a T-cell receptor sequence (or CDR3 region) and an epitope sequence, predict whether binding occurs between them. (1) The epitope is RLRAEAQVK. The TCR CDR3 sequence is CASSFESGLGYGYTF. Result: 1 (the TCR binds to the epitope). (2) The TCR CDR3 sequence is CSARDQVRANYGYTF. Result: 0 (the TCR does not bind to the epitope). The epitope is KMKDLSPRW. (3) The epitope is YVLDHLIVV. Result: 0 (the TCR does not bind to the epitope). The TCR CDR3 sequence is CASSRENSNQPQHF. (4) The epitope is KRWIILGLNK. The TCR CDR3 sequence is CAGSVVSDNEQFF. Result: 1 (the TCR binds to the epitope). (5) Result: 0 (the TCR does not bind to the epitope). The TCR CDR3 sequence is CASSRFSGRAADEQFF. The epitope is VVYRGTTTY. (6) The epitope is HSKKKCDEL. The TCR CDR3 sequence is CASSLDLFDRAVENEQFF. Result: 0 (the TCR does not bind to the epitope). (7) The epitope is VVYRGTTTY. The TCR CDR3 sequence is CASSGSKGAAGELFF. Result: 0 (the TCR does not bind to the epitope). (8) The epitope is TLDSKTQSL. The TCR CDR3 sequence is CASSYPEGETQYF. Result: 0 (the TCR does not bind to the epitope).